This data is from Forward reaction prediction with 1.9M reactions from USPTO patents (1976-2016). The task is: Predict the product of the given reaction. (1) Given the reactants C(O[C:4]([C:6]1[C:7]([OH:26])=[C:8]2[C:16]([Cl:17])=[C:15]([Cl:18])[N:14]([CH2:19][C:20]3[CH:25]=[CH:24][CH:23]=[CH:22][CH:21]=3)[C:9]2=[C:10]([C:12]#[N:13])[N:11]=1)=[O:5])C.[NH2:27][CH2:28][C:29]([OH:31])=[O:30].C[O-].[Na+].CO, predict the reaction product. The product is: [CH2:19]([N:14]1[C:9]2=[C:10]([C:12]#[N:13])[N:11]=[C:6]([C:4]([NH:27][CH2:28][C:29]([OH:31])=[O:30])=[O:5])[C:7]([OH:26])=[C:8]2[C:16]([Cl:17])=[C:15]1[Cl:18])[C:20]1[CH:21]=[CH:22][CH:23]=[CH:24][CH:25]=1. (2) Given the reactants [NH2:1][CH:2]1[CH2:5][N:4]([C:6]2[S:7][C:8]([C:12]([O:14][CH2:15][CH3:16])=[O:13])=[C:9]([CH3:11])[N:10]=2)[CH2:3]1.[Cl:17][C:18]1[N:19]=[C:20]([C:25](O)=[O:26])[NH:21][C:22]=1[CH2:23][CH3:24].CCN=C=NCCCN(C)C.Cl.ON1C2C=CC=CC=2N=N1.CN1CCOCC1, predict the reaction product. The product is: [Cl:17][C:18]1[N:19]=[C:20]([C:25]([NH:1][CH:2]2[CH2:5][N:4]([C:6]3[S:7][C:8]([C:12]([O:14][CH2:15][CH3:16])=[O:13])=[C:9]([CH3:11])[N:10]=3)[CH2:3]2)=[O:26])[NH:21][C:22]=1[CH2:23][CH3:24].